This data is from Retrosynthesis with 50K atom-mapped reactions and 10 reaction types from USPTO. The task is: Predict the reactants needed to synthesize the given product. (1) The reactants are: COC(=O)C[C@@H](c1ccc(OCc2ccc(-c3ccc(C(F)(F)F)cc3)s2)cc1)c1ccon1. Given the product O=C(O)C[C@@H](c1ccc(OCc2ccc(-c3ccc(C(F)(F)F)cc3)s2)cc1)c1ccon1, predict the reactants needed to synthesize it. (2) Given the product COc1ccc(-c2ccccc2)cc1CN1C[C@@H]2CCCN2[C@H](C(c2ccccc2)c2ccccc2)C1, predict the reactants needed to synthesize it. The reactants are: COc1ccc(Br)cc1CN1C[C@@H]2CCCN2[C@H](C(c2ccccc2)c2ccccc2)C1.OB(O)c1ccccc1. (3) Given the product CCOC(=O)CCCCCCn1c2nc(=O)[nH]c(=O)c-2nc2cc(C)c(N[C@@H]3CCN(C(=O)OC(C)(C)C)C3)cc21, predict the reactants needed to synthesize it. The reactants are: CC(C)(C)OC(=O)N1CC[C@@H](N)C1.CCOC(=O)CCCCCCn1c2nc(=O)[nH]c(=O)c-2nc2cc(C)c(Cl)cc21. (4) Given the product COc1ccc(CS[C@H]2C[C@@H](C(=O)N3CC[C@H](NC(=O)C[C@H](O)[C@H](CC4CCCCC4)NC(=O)OCc4ccc([N+](=O)[O-])cc4)C3)N(C(=O)OCc3ccc([N+](=O)[O-])cc3)C2)cc1, predict the reactants needed to synthesize it. The reactants are: COc1ccc(CS[C@H]2C[C@@H](C(=O)O)N(C(=O)OCc3ccc([N+](=O)[O-])cc3)C2)cc1.O=C(C[C@H](O)[C@H](CC1CCCCC1)NC(=O)OCc1ccc([N+](=O)[O-])cc1)N[C@H]1CCNC1. (5) The reactants are: CS(=O)(=O)c1ccccc1Cl.SCc1ccccc1. Given the product CS(=O)(=O)c1ccccc1SCc1ccccc1, predict the reactants needed to synthesize it. (6) Given the product CC(C)OC(=O)c1cc(C#N)c(N2CCC(C(=O)NS(=O)(=O)Cc3ccc(F)cc3F)CC2)nc1CN1CCCC1=O, predict the reactants needed to synthesize it. The reactants are: CC(C)OC(=O)c1cc(C#N)c(N2CCC(C(=O)O)CC2)nc1CN1CCCC1=O.NS(=O)(=O)Cc1ccc(F)cc1F. (7) The reactants are: CC(C)CC(N)C(=O)O.O=[N+]([O-])c1ccccc1S(=O)(=O)Cl. Given the product CC(C)CC(NS(=O)(=O)c1ccccc1[N+](=O)[O-])C(=O)O, predict the reactants needed to synthesize it. (8) Given the product COc1cc(/C=N/NC(=O)CC2Sc3ccccc3NC2=O)cc(OC)c1OC, predict the reactants needed to synthesize it. The reactants are: COc1cc(C=O)cc(OC)c1OC.NNC(=O)CC1Sc2ccccc2NC1=O.